From a dataset of NCI-60 drug combinations with 297,098 pairs across 59 cell lines. Regression. Given two drug SMILES strings and cell line genomic features, predict the synergy score measuring deviation from expected non-interaction effect. (1) Drug 1: CC1C(C(CC(O1)OC2CC(CC3=C2C(=C4C(=C3O)C(=O)C5=C(C4=O)C(=CC=C5)OC)O)(C(=O)CO)O)N)O.Cl. Drug 2: C1=C(C(=O)NC(=O)N1)F. Cell line: SNB-75. Synergy scores: CSS=10.3, Synergy_ZIP=-4.30, Synergy_Bliss=-1.52, Synergy_Loewe=-1.96, Synergy_HSA=-1.66. (2) Drug 1: COC1=NC(=NC2=C1N=CN2C3C(C(C(O3)CO)O)O)N. Drug 2: C1=NNC2=C1C(=O)NC=N2. Cell line: MDA-MB-435. Synergy scores: CSS=-0.559, Synergy_ZIP=0.242, Synergy_Bliss=0.720, Synergy_Loewe=-0.636, Synergy_HSA=-0.194. (3) Drug 1: COC1=C(C=C2C(=C1)N=CN=C2NC3=CC(=C(C=C3)F)Cl)OCCCN4CCOCC4. Drug 2: COC1=C2C(=CC3=C1OC=C3)C=CC(=O)O2. Cell line: PC-3. Synergy scores: CSS=21.9, Synergy_ZIP=-5.05, Synergy_Bliss=2.10, Synergy_Loewe=-2.22, Synergy_HSA=2.31.